Dataset: Experimentally validated miRNA-target interactions with 360,000+ pairs, plus equal number of negative samples. Task: Binary Classification. Given a miRNA mature sequence and a target amino acid sequence, predict their likelihood of interaction. The miRNA is hsa-miR-4804-3p with sequence UGCUUAACCUUGCCCUCGAAA. The protein sequence of the target gene is MEAAGTERPAGWPGAPLARTGLLLLSTWVLAGAEITWGATGGPGRLVSPASRPPVLPPLLPRAAENRWPEELASARRAAAPRRRSRLEPLSQASRGEIRTEAAGMSPEGARWVPGIPSPSQAGSARRTRRAQPPSPLERGDSWATALADGAKGSRPHTKGSREEVRATRTGGASTEELRLPSTSFALTGDSAHNQAMVHWSGHNSSVILILTKLYDFNLGSVTESSLWRSVDYGATYEKLNDKVGLKTVLSYLYVNPTNKRKIMLLSDPEMESSVLISSDEGATYQKYRLTFYIQSLLFH.... Result: 0 (no interaction).